From a dataset of Reaction yield outcomes from USPTO patents with 853,638 reactions. Predict the reaction yield, written as a fraction of the theoretical maximum amount of product (1.0 means a 100% yield; for example, 0.34 means a 34% yield). (1) The reactants are [CH:1]1([CH:7]([C:9]2[CH:13]=[C:12]([C:14]3[CH:19]=[CH:18][C:17]([F:20])=[CH:16][N:15]=3)[O:11][C:10]=2[CH3:21])O)[CH2:6][CH2:5][CH2:4][CH2:3][CH2:2]1.S(Cl)([Cl:24])=O. The catalyst is C1(C)C=CC=CC=1. The product is [Cl:24][CH:7]([CH:1]1[CH2:6][CH2:5][CH2:4][CH2:3][CH2:2]1)[C:9]1[CH:13]=[C:12]([C:14]2[CH:19]=[CH:18][C:17]([F:20])=[CH:16][N:15]=2)[O:11][C:10]=1[CH3:21]. The yield is 1.00. (2) The reactants are [CH3:1]I.[CH2:3]([O:5][C:6](=[O:22])[C:7](=[C:13]([SH:21])[NH:14][C:15]1[CH:20]=[CH:19][CH:18]=[CH:17][CH:16]=1)[C:8]([O:10][CH2:11][CH3:12])=[O:9])[CH3:4].[Na]. The yield is 0.840. The catalyst is CN(C=O)C. The product is [CH2:11]([O:10][C:8](=[O:9])[C:7](=[C:13]([S:21][CH3:1])[NH:14][C:15]1[CH:16]=[CH:17][CH:18]=[CH:19][CH:20]=1)[C:6]([O:5][CH2:3][CH3:4])=[O:22])[CH3:12]. (3) The reactants are [CH3:1]C(C[AlH]CC(C)C)C.[CH3:10][C:11]1([CH3:24])[CH2:15][CH2:14][C:13](=[O:16])[N:12]1[C:17]([O:19][C:20]([CH3:23])([CH3:22])[CH3:21])=[O:18]. The yield is 0.970. The catalyst is CCOCC.CO. The product is [CH3:1][O:16][CH:13]1[N:12]([C:17]([O:19][C:20]([CH3:23])([CH3:22])[CH3:21])=[O:18])[C:11]([CH3:24])([CH3:10])[CH2:15][CH2:14]1. (4) The reactants are [N+:1]([CH2:4][CH2:5][C:6]([C:8]1[CH:13]=[CH:12][CH:11]=[CH:10][CH:9]=1)=O)([O-:3])=[O:2].CO.[NH2:16][NH:17][C:18]([NH2:20])=[S:19]. The catalyst is CC(O)=O. The product is [N+:1]([CH2:4][CH2:5][C:6](=[N:16][NH:17][C:18]([NH2:20])=[S:19])[C:8]1[CH:13]=[CH:12][CH:11]=[CH:10][CH:9]=1)([O-:3])=[O:2]. The yield is 0.580. (5) The reactants are Br[C:2]1[CH:3]=[N:4][N:5]([CH3:17])[C:6]=1[C:7]1[CH:8]=[C:9]([C:13]([O:15][CH3:16])=[O:14])[S:10][C:11]=1[CH3:12].C(=O)([O-])[O-].[K+].[K+].[CH:24](/B(O)O)=[CH:25]/[CH3:26]. The catalyst is O1CCOCC1.O.CC(C)([P](C(C)(C)C)([Pd][P](C(C)(C)C)(C(C)(C)C)C(C)(C)C)C(C)(C)C)C. The product is [CH3:12][C:11]1[S:10][C:9]([C:13]([O:15][CH3:16])=[O:14])=[CH:8][C:7]=1[C:6]1[N:5]([CH3:17])[N:4]=[CH:3][C:2]=1/[CH:24]=[CH:25]\[CH3:26]. The yield is 0.870. (6) The reactants are [Br:1][C:2]1[CH:3]=[C:4]([S:8](Cl)(=[O:10])=[O:9])[CH:5]=[CH:6][CH:7]=1.[F-:12].[K+]. The catalyst is C(#N)C.C1OCCOCCOCCOCCOCCOC1. The product is [Br:1][C:2]1[CH:3]=[C:4]([S:8]([F:12])(=[O:10])=[O:9])[CH:5]=[CH:6][CH:7]=1. The yield is 0.810. (7) The reactants are [CH3:1][C:2]1[CH:7]=[C:6]([CH3:8])[NH:5][C:4](=[O:9])[C:3]=1[C:10]#[N:11].N#N.[ClH:14]. The catalyst is CO.[OH-].[OH-].[Pd+2]. The product is [ClH:14].[NH2:11][CH2:10][C:3]1[C:4](=[O:9])[NH:5][C:6]([CH3:8])=[CH:7][C:2]=1[CH3:1]. The yield is 0.900. (8) The reactants are C([BH3-])#N.[Na+].C(#N)C.[C:8]([C:10]1[CH:26]=[CH:25][C:13]([C:14]([C:16]2[N:24]3[C:19]([CH:20]=[CH:21][CH:22]=[CH:23]3)=[CH:18][CH:17]=2)=O)=[CH:12][CH:11]=1)#[N:9].C(OCC)(=O)C. The catalyst is CCCCCC. The product is [C:8]([C:10]1[CH:11]=[CH:12][C:13]([CH2:14][C:16]2[N:24]3[C:19]([CH:20]=[CH:21][CH:22]=[CH:23]3)=[CH:18][CH:17]=2)=[CH:25][CH:26]=1)#[N:9]. The yield is 0.560.